Dataset: Peptide-MHC class I binding affinity with 185,985 pairs from IEDB/IMGT. Task: Regression. Given a peptide amino acid sequence and an MHC pseudo amino acid sequence, predict their binding affinity value. This is MHC class I binding data. (1) The peptide sequence is DTRTPKAKR. The MHC is HLA-A33:01 with pseudo-sequence HLA-A33:01. The binding affinity (normalized) is 0.580. (2) The peptide sequence is QAIMDKNIIL. The MHC is HLA-A02:02 with pseudo-sequence HLA-A02:02. The binding affinity (normalized) is 0.368. (3) The peptide sequence is SAEVVTLWY. The MHC is HLA-A24:03 with pseudo-sequence HLA-A24:03. The binding affinity (normalized) is 0.0847. (4) The peptide sequence is ETFGFEIQSY. The MHC is HLA-B08:01 with pseudo-sequence HLA-B08:01. The binding affinity (normalized) is 0. (5) The peptide sequence is PIFFCLWVY. The MHC is HLA-A68:02 with pseudo-sequence HLA-A68:02. The binding affinity (normalized) is 0.0788.